Dataset: Reaction yield outcomes from USPTO patents with 853,638 reactions. Task: Predict the reaction yield, written as a fraction of the theoretical maximum amount of product (1.0 means a 100% yield; for example, 0.34 means a 34% yield). (1) The reactants are [NH2:1][C:2]1[C:11]2[C:6](=[CH:7][C:8]([C:12]3[CH:13]=[C:14]4[C:38](=[CH:39][CH:40]=3)[C:18]3[NH:19][C:20]([C@@H:22]5[CH2:26][CH2:25][CH2:24][N:23]5[C:27](=[O:37])[C@@H:28]([NH:32][C:33]([O:35][CH3:36])=[O:34])[CH:29]([CH3:31])[CH3:30])=[N:21][C:17]=3[CH:16]=[CH:15]4)=[CH:9][CH:10]=2)[CH:5]=[CH:4][C:3]=1[NH:41][C:42]([C@@H:44]1[CH2:48][C@H:47]([S:49][CH3:50])[CH2:46][N:45]1[C:51]([O:53][C:54]([CH3:57])([CH3:56])[CH3:55])=[O:52])=O. The catalyst is C(O)(=O)C. The product is [CH3:36][O:35][C:33]([NH:32][C@H:28]([C:27]([N:23]1[CH2:24][CH2:25][CH2:26][C@H:22]1[C:20]1[NH:19][C:18]2[C:38]3[C:14]([CH:15]=[CH:16][C:17]=2[N:21]=1)=[CH:13][C:12]([C:8]1[CH:7]=[C:6]2[C:11](=[CH:10][CH:9]=1)[C:2]1[NH:1][C:42]([C@@H:44]4[CH2:48][C@H:47]([S:49][CH3:50])[CH2:46][N:45]4[C:51]([O:53][C:54]([CH3:57])([CH3:56])[CH3:55])=[O:52])=[N:41][C:3]=1[CH:4]=[CH:5]2)=[CH:40][CH:39]=3)=[O:37])[CH:29]([CH3:30])[CH3:31])=[O:34]. The yield is 0.540. (2) The reactants are [F:1][C:2]([F:33])([F:32])[CH2:3][O:4][C:5]1[CH:6]=[CH:7][C:8]([O:11][C:12]2[CH:13]=[C:14]([CH:29]=[CH:30][CH:31]=2)[CH:15]=[C:16]2[CH2:21][CH2:20][N:19](C(OC(C)(C)C)=O)[CH2:18][CH2:17]2)=[N:9][CH:10]=1.C(O)(C(F)(F)F)=O. The catalyst is C(Cl)Cl. The product is [NH:19]1[CH2:20][CH2:21][C:16](=[CH:15][C:14]2[CH:13]=[C:12]([CH:31]=[CH:30][CH:29]=2)[O:11][C:8]2[CH:7]=[CH:6][C:5]([O:4][CH2:3][C:2]([F:33])([F:1])[F:32])=[CH:10][N:9]=2)[CH2:17][CH2:18]1. The yield is 0.990.